Dataset: Reaction yield outcomes from USPTO patents with 853,638 reactions. Task: Predict the reaction yield, written as a fraction of the theoretical maximum amount of product (1.0 means a 100% yield; for example, 0.34 means a 34% yield). (1) The reactants are [C:1]1([OH:11])[C:10]2[CH2:9][CH2:8][CH2:7][CH2:6][C:5]=2[CH:4]=[CH:3][CH:2]=1.[CH2:12]([O:14][C:15](=[O:19])[C:16]#[C:17][CH3:18])[CH3:13].C(=O)([O-])[O-].[K+].[K+]. The catalyst is O1CCCC1.CN(C)C1C=CN=CC=1. The product is [CH2:12]([O:14][C:15](=[O:19])[CH:16]=[C:17]([O:11][C:1]1[C:10]2[CH2:9][CH2:8][CH2:7][CH2:6][C:5]=2[CH:4]=[CH:3][CH:2]=1)[CH3:18])[CH3:13]. The yield is 0.720. (2) The reactants are [CH2:1]([O:8][C:9](=[O:37])[CH:10]([NH:29]C(OC(C)(C)C)=O)[CH2:11][C:12]1[CH:17]=[CH:16][C:15]([O:18][C:19]2[CH:24]=[CH:23][C:22]([C:25](=[O:28])[NH:26][OH:27])=[CH:21][CH:20]=2)=[CH:14][CH:13]=1)[C:2]1[CH:7]=[CH:6][CH:5]=[CH:4][CH:3]=1.C(Cl)[Cl:39]. The product is [ClH:39].[CH2:1]([O:8][C:9](=[O:37])[CH:10]([NH2:29])[CH2:11][C:12]1[CH:17]=[CH:16][C:15]([O:18][C:19]2[CH:24]=[CH:23][C:22]([C:25](=[O:28])[NH:26][OH:27])=[CH:21][CH:20]=2)=[CH:14][CH:13]=1)[C:2]1[CH:7]=[CH:6][CH:5]=[CH:4][CH:3]=1. No catalyst specified. The yield is 0.714. (3) The yield is 0.480. The product is [CH:1]1([N:7]2[C:11]3=[C:12]4[CH:18]=[CH:17][N:16]([CH2:19][O:20][CH2:21][CH2:22][Si:23]([CH3:24])([CH3:26])[CH3:25])[C:13]4=[N:14][CH:15]=[C:10]3[N:9]([C:35]3[CH:36]=[CH:37][C:32]([S:29]([CH3:28])(=[O:31])=[O:30])=[CH:33][CH:34]=3)[C:8]2=[O:27])[CH2:2][CH2:3][CH2:4][CH2:5][CH2:6]1. The reactants are [CH:1]1([N:7]2[C:11]3=[C:12]4[CH:18]=[CH:17][N:16]([CH2:19][O:20][CH2:21][CH2:22][Si:23]([CH3:26])([CH3:25])[CH3:24])[C:13]4=[N:14][CH:15]=[C:10]3[NH:9][C:8]2=[O:27])[CH2:6][CH2:5][CH2:4][CH2:3][CH2:2]1.[CH3:28][S:29]([C:32]1[CH:37]=[CH:36][C:35](B(O)O)=[CH:34][CH:33]=1)(=[O:31])=[O:30].C(Cl)Cl.[NH4+].[OH-]. The catalyst is C([O-])(=O)C.[Cu+2].C([O-])(=O)C.O. (4) The reactants are [H-].[Na+].[C:3]([N:7]1[C:11]2=[N:12][CH:13]=[N:14][C:15]([NH2:16])=[C:10]2[C:9]([C:17]2[CH:22]=[CH:21][C:20]([F:23])=[CH:19][CH:18]=2)=[N:8]1)([CH3:6])([CH3:5])[CH3:4].CI.O.[CH3:27][N:28]([CH3:31])[CH:29]=O. No catalyst specified. The product is [C:3]([N:7]1[C:11]2=[N:12][CH:13]=[N:14][C:29]([N:28]([CH3:31])[CH3:27])=[C:10]2[C:9]([C:17]2[CH:18]=[CH:19][C:20]([F:23])=[CH:21][CH:22]=2)=[N:8]1)([CH3:6])([CH3:4])[CH3:5].[C:3]([N:7]1[C:11]2=[N:12][CH:13]=[N:14][C:15]([NH:16][CH3:27])=[C:10]2[C:9]([C:17]2[CH:18]=[CH:19][C:20]([F:23])=[CH:21][CH:22]=2)=[N:8]1)([CH3:6])([CH3:4])[CH3:5]. The yield is 0.424. (5) The reactants are [CH3:1][N:2]([CH3:34])[CH2:3][CH2:4][CH2:5][C:6]1[CH:7]=[C:8]([NH:13][C:14]2[N:15]=[CH:16][C:17]3[CH2:18][C:19](=[S:33])[NH:20][C:21]4[CH:28]=[C:27]([C:29]([F:32])([F:31])[F:30])[CH:26]=[CH:25][C:22]=4[C:23]=3[N:24]=2)[C:9]([CH3:12])=[N:10][CH:11]=1.C(O)C.[ClH:38]. No catalyst specified. The product is [ClH:38].[ClH:38].[CH3:34][N:2]([CH3:1])[CH2:3][CH2:4][CH2:5][C:6]1[CH:7]=[C:8]([NH:13][C:14]2[N:15]=[CH:16][C:17]3[CH2:18][C:19](=[S:33])[NH:20][C:21]4[CH:28]=[C:27]([C:29]([F:32])([F:31])[F:30])[CH:26]=[CH:25][C:22]=4[C:23]=3[N:24]=2)[C:9]([CH3:12])=[N:10][CH:11]=1. The yield is 0.926. (6) The reactants are [CH3:1][O:2][C:3](=[O:61])[NH:4][CH:5]([C:9]([N:11]1[CH2:15][CH2:14][CH2:13][CH:12]1[C:16]1[NH:17][C:18]([C:21]2[CH:30]=[CH:29][C:28]3[C:23](=CC=[C:26]([C:31]4[CH:36]=[CH:35][C:34]([C:37]5[NH:38][C:39]([C@@H:42]6[CH2:46][CH2:45][CH2:44][N:43]6[C:47](=[O:60])[CH:48]([NH:55][C:56]([O:58][CH3:59])=[O:57])[C:49]6[CH:54]=[CH:53][CH:52]=[CH:51][CH:50]=6)=[N:40][CH:41]=5)=[CH:33][CH:32]=4)[CH:27]=3)[CH:22]=2)=[CH:19][N:20]=1)=[O:10])[CH:6]([CH3:8])[CH3:7].COC(=O)N[CH:66](C(N1CCCC1C1NC(C2C=CC(Br)=CC=2)=CN=1)=O)[CH:67](C)C.C(OC(N1CCCC1C1NC(C2C=CC3C(=CC=C(B4OC(C)(C)C(C)(C)O4)C=3)C=2)=CN=1)=O)(C)(C)C. No catalyst specified. The product is [CH3:1][O:2][C:3](=[O:61])[NH:4][CH:5]([C:9]([N:11]1[CH2:15][CH2:14][CH2:13][CH:12]1[C:16]1[NH:17][C:18]([C:21]2[CH:22]=[CH:23][C:28]([C:27]3[CH:67]=[CH:66][C:32]4[C:31](=[CH:36][CH:35]=[C:34]([C:37]5[NH:38][C:39]([CH:42]6[CH2:46][CH2:45][CH2:44][N:43]6[C:47](=[O:60])[CH:48]([NH:55][C:56]([O:58][CH3:59])=[O:57])[C:49]6[CH:50]=[CH:51][CH:52]=[CH:53][CH:54]=6)=[N:40][CH:41]=5)[CH:33]=4)[CH:26]=3)=[CH:29][CH:30]=2)=[CH:19][N:20]=1)=[O:10])[CH:6]([CH3:8])[CH3:7]. The yield is 0.540.